Dataset: Forward reaction prediction with 1.9M reactions from USPTO patents (1976-2016). Task: Predict the product of the given reaction. Given the reactants [F:1][C:2]1[CH:3]=[C:4]2[C:9](=[CH:10][CH:11]=1)[O:8][CH:7]([C@H:12]1[CH2:16][O:15][C:14]([CH3:18])([CH3:17])[O:13]1)[CH:6]=[CH:5]2.C([O-])=O.[NH4+], predict the reaction product. The product is: [F:1][C:2]1[CH:3]=[C:4]2[C:9](=[CH:10][CH:11]=1)[O:8][CH:7]([C@H:12]1[CH2:16][O:15][C:14]([CH3:18])([CH3:17])[O:13]1)[CH2:6][CH2:5]2.